Task: Predict the product of the given reaction.. Dataset: Forward reaction prediction with 1.9M reactions from USPTO patents (1976-2016) (1) Given the reactants FC(F)(F)C(O)=O.[Br:8][C:9]1[CH:14]=[C:13]([CH2:15][NH:16][C:17]([C@@H:19]2[CH2:23][C@@H:22]([F:24])[CH2:21][N:20]2C(OC(C)(C)C)=O)=[O:18])[CH:12]=[CH:11][N:10]=1, predict the reaction product. The product is: [Br:8][C:9]1[CH:14]=[C:13]([CH2:15][NH:16][C:17]([C@@H:19]2[CH2:23][C@@H:22]([F:24])[CH2:21][NH:20]2)=[O:18])[CH:12]=[CH:11][N:10]=1. (2) The product is: [C:6]([CH2:5][CH2:4][N:3]([CH2:1][CH3:2])[C:34]([N:36]1[CH2:44][C:41]2([CH2:43][CH2:42]2)[CH2:40][N:39]([C:45]2[C:46]3[CH:53]=[CH:52][NH:51][C:47]=3[N:48]=[CH:49][N:50]=2)[CH2:38][CH2:37]1)=[O:35])#[N:7]. Given the reactants [CH2:1]([NH:3][CH2:4][CH2:5][C:6]#[N:7])[CH3:2].C(=O)(OC(Cl)(Cl)Cl)OC(Cl)(Cl)Cl.C(N(CC)C(C)C)(C)C.S1C([C:34]([N:36]2[CH2:44][C:41]3([CH2:43][CH2:42]3)[CH2:40][N:39]([C:45]3[C:46]4[CH:53]=[CH:52][NH:51][C:47]=4[N:48]=[CH:49][N:50]=3)[CH2:38][CH2:37]2)=[O:35])=CC2CCCC1=2, predict the reaction product.